From a dataset of Full USPTO retrosynthesis dataset with 1.9M reactions from patents (1976-2016). Predict the reactants needed to synthesize the given product. Given the product [F:1][C:2]1[C:3]([CH:14]=[CH2:15])=[C:4]([CH:12]([OH:13])[CH2:19][CH2:18][CH:17]=[CH2:16])[CH:5]=[C:6]2[C:10]=1[N:9]([CH3:11])[CH:8]=[CH:7]2, predict the reactants needed to synthesize it. The reactants are: [F:1][C:2]1[C:3]([CH:14]=[CH2:15])=[C:4]([CH:12]=[O:13])[CH:5]=[C:6]2[C:10]=1[N:9]([CH3:11])[CH:8]=[CH:7]2.[CH2:16]([Mg]Br)[CH2:17][CH:18]=[CH2:19].